The task is: Predict the product of the given reaction.. This data is from Forward reaction prediction with 1.9M reactions from USPTO patents (1976-2016). (1) Given the reactants [C:1]([O:5][C:6]([NH:8][CH:9]1[CH2:14][CH2:13][CH2:12][CH2:11][C:10]1=O)=[O:7])([CH3:4])([CH3:3])[CH3:2].[NH2:16][C:17]1[CH:22]=[CH:21][CH:20]=[CH:19][CH:18]=1.C(O)(=O)C.[BH-](OC(C)=O)(OC(C)=O)OC(C)=O.[Na+], predict the reaction product. The product is: [C:17]1([NH:16][C@@H:10]2[CH2:11][CH2:12][CH2:13][CH2:14][C@@H:9]2[NH:8][C:6]([O:5][C:1]([CH3:4])([CH3:3])[CH3:2])=[O:7])[CH:22]=[CH:21][CH:20]=[CH:19][CH:18]=1. (2) Given the reactants [C:1]([C:6]1[C:7](=[O:16])[O:8][C:9]2([CH2:15][CH2:14][O:13][CH2:12][CH2:11]2)[CH:10]=1)(=O)[CH:2]([CH3:4])[CH3:3].[NH2:17][C:18]1[CH2:23][C:22]([CH3:25])([CH3:24])[CH2:21][C:20](=[O:26])[CH:19]=1.ClC1C(=O)C(C#N)=C(C#N)C(=O)C=1Cl.O=C1O[C@H]([C@H](CO)O)C(O)=C1O, predict the reaction product. The product is: [CH:2]([C:1]1[C:6]2[C:7](=[O:16])[O:8][C:9]3([CH2:15][CH2:14][O:13][CH2:12][CH2:11]3)[C:10]=2[C:19]2[C:20](=[O:26])[CH2:21][C:22]([CH3:25])([CH3:24])[CH2:23][C:18]=2[N:17]=1)([CH3:4])[CH3:3].